This data is from Full USPTO retrosynthesis dataset with 1.9M reactions from patents (1976-2016). The task is: Predict the reactants needed to synthesize the given product. (1) Given the product [Cl:23][C:24]1[CH:29]=[CH:28][C:27]([S:30]([NH:1][CH2:2][CH2:3][CH2:4][N:5]2[CH2:10][CH2:9][CH:8]([C:11]3[CH:12]=[C:13]([NH:17][C:18](=[O:22])[CH:19]([CH3:20])[CH3:21])[CH:14]=[CH:15][CH:16]=3)[CH2:7][CH2:6]2)(=[O:32])=[O:31])=[CH:26][C:25]=1[N+:34]([O-:36])=[O:35], predict the reactants needed to synthesize it. The reactants are: [NH2:1][CH2:2][CH2:3][CH2:4][N:5]1[CH2:10][CH2:9][CH:8]([C:11]2[CH:12]=[C:13]([NH:17][C:18](=[O:22])[CH:19]([CH3:21])[CH3:20])[CH:14]=[CH:15][CH:16]=2)[CH2:7][CH2:6]1.[Cl:23][C:24]1[CH:29]=[CH:28][C:27]([S:30](Cl)(=[O:32])=[O:31])=[CH:26][C:25]=1[N+:34]([O-:36])=[O:35]. (2) Given the product [OH:16][CH2:15][CH2:14][N:7]1[CH:8]=[N:9][C:10]2[C:6]1=[N:5][CH:4]=[N:3][C:11]=2[NH2:12], predict the reactants needed to synthesize it. The reactants are: [H-].[Na+].[N:3]1[C:11]([NH2:12])=[C:10]2[C:6]([N:7]=[CH:8][NH:9]2)=[N:5][CH:4]=1.Br[CH2:14][CH2:15][O:16]C(=O)C1C=CC=CC=1.N. (3) Given the product [Cl:5][C:6]1[CH:11]=[CH:10][CH:9]=[CH:8][C:7]=1[CH2:12][C:13]1[N:23]([C:19]2[CH:18]=[N:17][CH:22]=[CH:21][CH:20]=2)[C:24](=[S:25])[NH:16][N:15]=1, predict the reactants needed to synthesize it. The reactants are: CO.[OH-].[Na+].[Cl:5][C:6]1[CH:11]=[CH:10][CH:9]=[CH:8][C:7]=1[CH2:12][C:13]([NH:15][NH2:16])=O.[N:17]1[CH:22]=[CH:21][CH:20]=[C:19]([N:23]=[C:24]=[S:25])[CH:18]=1. (4) Given the product [CH:21]1([N:8]([C@H:4]2[CH2:5][CH2:6][CH2:7][C@@H:3]2[NH:2][C:26]2[CH:31]=[CH:30][C:29]([C:32]([F:35])([F:34])[F:33])=[CH:28][N:27]=2)[C:9](=[O:20])[C:10]2[C:11]([O:18][CH3:19])=[CH:12][CH:13]=[CH:14][C:15]=2[O:16][CH3:17])[CH2:24][CH2:23][CH2:22]1, predict the reactants needed to synthesize it. The reactants are: Cl.[NH2:2][C@H:3]1[CH2:7][CH2:6][CH2:5][C@@H:4]1[N:8]([CH:21]1[CH2:24][CH2:23][CH2:22]1)[C:9](=[O:20])[C:10]1[C:15]([O:16][CH3:17])=[CH:14][CH:13]=[CH:12][C:11]=1[O:18][CH3:19].Cl[C:26]1[CH:31]=[CH:30][C:29]([C:32]([F:35])([F:34])[F:33])=[CH:28][N:27]=1.CCN(C(C)C)C(C)C. (5) Given the product [Cl:1][CH2:2][C:3]([N:5]1[CH2:9][C@H:8]([OH:10])[CH2:7][C@H:6]1[C:15]([OH:17])=[O:16])=[O:4], predict the reactants needed to synthesize it. The reactants are: [Cl:1][CH2:2][C:3]([N:5]1[CH2:9][C@H:8]([O:10][Si](C)(C)C)[CH2:7][C@H:6]1[C:15]([O:17][Si](C)(C)C)=[O:16])=[O:4].[F-].[Na+].